Dataset: Catalyst prediction with 721,799 reactions and 888 catalyst types from USPTO. Task: Predict which catalyst facilitates the given reaction. (1) Reactant: C([O:3][C:4]([C:6]1[CH:11]=[C:10]([CH3:12])[N:9]=[C:8]([NH:13][CH:14]([CH3:16])[CH3:15])[N:7]=1)=O)C.[NH3:17]. Product: [CH:14]([NH:13][C:8]1[N:7]=[C:6]([C:4]([NH2:17])=[O:3])[CH:11]=[C:10]([CH3:12])[N:9]=1)([CH3:16])[CH3:15]. The catalyst class is: 5. (2) Reactant: C[O:2][C:3]1[C:12]2[O:11][CH2:10][CH2:9][C:8](=[O:13])[C:7]=2[CH:6]=[CH:5][CH:4]=1.[Cl-].[Al+3].[Cl-].[Cl-].O. Product: [OH:2][C:3]1[C:12]2[O:11][CH2:10][CH2:9][C:8](=[O:13])[C:7]=2[CH:6]=[CH:5][CH:4]=1. The catalyst class is: 113. (3) Reactant: [CH3:1][C:2]1[C:6](=[O:7])[O:5][CH2:4][C:3]=1[N:8]1[CH:12]=[C:11](OS(C(F)(F)F)(=O)=O)[C:10]2([CH2:25][CH2:24][N:23]([C:26]([O:28][C:29]([CH3:32])([CH3:31])[CH3:30])=[O:27])[CH2:22][CH2:21]2)[C:9]1=[O:33].[CH3:34][Al](C)C. Product: [CH3:34][C:11]1[C:10]2([CH2:21][CH2:22][N:23]([C:26]([O:28][C:29]([CH3:30])([CH3:32])[CH3:31])=[O:27])[CH2:24][CH2:25]2)[C:9](=[O:33])[N:8]([C:3]2[CH2:4][O:5][C:6](=[O:7])[C:2]=2[CH3:1])[CH:12]=1. The catalyst class is: 176. (4) Reactant: O=[C:2]1[C:10]2[C:5](=[CH:6][CH:7]=[C:8]([C:11]3[CH:12]=[C:13]([CH:16]=[CH:17][CH:18]=3)[C:14]#[N:15])[CH:9]=2)[CH2:4][C:3]21[CH2:26][C:21]1[CH:22]=[N:23][N:24]=[CH:25][C:20]=1[CH2:19]2.C[Si]([N:31]=[C:32]=[N:33][Si](C)(C)C)(C)C. Product: [C:14]([C:13]1[CH:12]=[C:11]([C:8]2[CH:9]=[C:10]3[C:5](=[CH:6][CH:7]=2)[CH2:4][C:3]2([CH2:26][C:21]4[CH:22]=[N:23][N:24]=[CH:25][C:20]=4[CH2:19]2)[C:2]3=[N:33][C:32]#[N:31])[CH:18]=[CH:17][CH:16]=1)#[N:15]. The catalyst class is: 388.